This data is from Catalyst prediction with 721,799 reactions and 888 catalyst types from USPTO. The task is: Predict which catalyst facilitates the given reaction. (1) Reactant: [N:1]([C:4]1[CH:9]=[CH:8][C:7]([C:10]([C:12]2[CH:17]=[CH:16][CH:15]=[CH:14][N:13]=2)=[O:11])=[C:6]([C:18]([F:21])([F:20])[F:19])[CH:5]=1)=[N+]=[N-].[H-].[Li+].[Al+3].[H-].[H-].[H-].[OH-].[Na+].S([O-])([O-])(=O)=O.[Mg+2]. Product: [NH2:1][C:4]1[CH:9]=[CH:8][C:7]([CH:10]([C:12]2[CH:17]=[CH:16][CH:15]=[CH:14][N:13]=2)[OH:11])=[C:6]([C:18]([F:21])([F:19])[F:20])[CH:5]=1. The catalyst class is: 20. (2) Reactant: [C:1]([C@@H:4]1[CH2:7][C@H:6]([C:8]([OH:10])=[O:9])[C:5]1([CH3:12])[CH3:11])(=[O:3])[CH3:2].C([O-])([O-])=O.[Cs+].[Cs+].[CH:19]1[CH:24]=[CH:23][C:22]([CH2:25]Br)=[CH:21][CH:20]=1. Product: [C:1]([C@@H:4]1[CH2:7][C@H:6]([C:8]([O:10][CH2:25][C:22]2[CH:23]=[CH:24][CH:19]=[CH:20][CH:21]=2)=[O:9])[C:5]1([CH3:12])[CH3:11])(=[O:3])[CH3:2]. The catalyst class is: 31. (3) Reactant: [CH3:1][O:2][C:3]1[CH:4]=[C:5]([C:11]2[CH:16]=[CH:15][N:14]=[C:13]([NH:17][CH2:18][C:19]3[CH:27]=[CH:26][C:22]([C:23](O)=[O:24])=[CH:21][CH:20]=3)[N:12]=2)[CH:6]=[CH:7][C:8]=1[O:9][CH3:10].F[P-](F)(F)(F)(F)F.[N:35]1(O[P+](N(C)C)(N(C)C)N(C)C)[C:39]2[CH:40]=[CH:41][CH:42]=[CH:43][C:38]=2[N:37]=N1.C(N(CC)CC)C.C1(N)C=CC=CC=1N. Product: [NH2:35][C:39]1[CH:40]=[CH:41][CH:42]=[CH:43][C:38]=1[NH:37][C:23](=[O:24])[C:22]1[CH:26]=[CH:27][C:19]([CH2:18][NH:17][C:13]2[N:12]=[C:11]([C:5]3[CH:6]=[CH:7][C:8]([O:9][CH3:10])=[C:3]([O:2][CH3:1])[CH:4]=3)[CH:16]=[CH:15][N:14]=2)=[CH:20][CH:21]=1. The catalyst class is: 3. (4) Reactant: [Cl:1][C:2]1[C:7]([C:8]([NH:10][CH2:11][C:12](=[O:14])[CH3:13])=[O:9])=[C:6](Cl)[N:5]=[CH:4][N:3]=1.[NH3:16]. Product: [NH2:16][C:6]1[C:7]([C:8]([NH:10][CH2:11][C:12](=[O:14])[CH3:13])=[O:9])=[C:2]([Cl:1])[N:3]=[CH:4][N:5]=1. The catalyst class is: 1. (5) Reactant: [Cl:1][C:2]1[N:3]=[CH:4][C:5]2[C:10]([C:11](O)=[O:12])=[C:9]([CH3:14])[N:8]([C@@H:15]([C:17]3[CH:22]=[CH:21][CH:20]=[CH:19][CH:18]=3)[CH3:16])[C:6]=2[N:7]=1.ON1C2C=CC=CC=2N=N1.Cl.C(C(N=C=NCCCN(C)C)C)C.C(N(CC)CC)C.[NH2:54][CH2:55][C:56]1[C:57]([OH:64])=[N:58][C:59]([CH3:63])=[CH:60][C:61]=1[CH3:62]. Product: [Cl:1][C:2]1[N:3]=[CH:4][C:5]2[C:10]([C:11]([NH:54][CH2:55][C:56]3[C:57]([OH:64])=[N:58][C:59]([CH3:63])=[CH:60][C:61]=3[CH3:62])=[O:12])=[C:9]([CH3:14])[N:8]([C@@H:15]([C:17]3[CH:18]=[CH:19][CH:20]=[CH:21][CH:22]=3)[CH3:16])[C:6]=2[N:7]=1. The catalyst class is: 4. (6) Reactant: [CH2:1]([O:5][CH2:6][CH2:7][O:8][C:9]1[CH:14]=[CH:13][C:12]([C:15]2[CH:16]=[CH:17][C:18]3[N:24]([CH2:25][CH:26]([CH3:28])[CH3:27])[CH2:23][CH2:22][C:21]([C:29]([NH:31][C:32]4[CH:37]=[CH:36][C:35]([S:38][CH2:39][C:40]5[N:44]([CH2:45][CH2:46][CH3:47])[C:43](=[O:48])[NH:42][N:41]=5)=[CH:34][CH:33]=4)=[O:30])=[CH:20][C:19]=3[CH:49]=2)=[CH:11][CH:10]=1)[CH2:2][CH2:3][CH3:4].ClC1C=CC=C(C(OO)=[O:58])C=1.S([O-])([O-])(=O)=S.[Na+].[Na+]. The catalyst class is: 4. Product: [CH2:1]([O:5][CH2:6][CH2:7][O:8][C:9]1[CH:10]=[CH:11][C:12]([C:15]2[CH:16]=[CH:17][C:18]3[N:24]([CH2:25][CH:26]([CH3:27])[CH3:28])[CH2:23][CH2:22][C:21]([C:29]([NH:31][C:32]4[CH:33]=[CH:34][C:35]([S:38]([CH2:39][C:40]5[N:44]([CH2:45][CH2:46][CH3:47])[C:43](=[O:48])[NH:42][N:41]=5)=[O:58])=[CH:36][CH:37]=4)=[O:30])=[CH:20][C:19]=3[CH:49]=2)=[CH:13][CH:14]=1)[CH2:2][CH2:3][CH3:4]. (7) Reactant: O[C:2]1[CH:26]=[CH:25][C:5]([CH2:6][CH:7]2[C:16]3[C:11](=[CH:12][C:13]([O:17][CH3:18])=[CH:14][CH:15]=3)[CH2:10][CH2:9][N:8]2[C:19]2[CH:24]=[CH:23][CH:22]=[CH:21][CH:20]=2)=[CH:4][CH:3]=1.Cl.ClCC[N:31]1[CH2:36][CH2:35][CH2:34][CH2:33][CH2:32]1.[C:37](=[O:40])([O-])[O-].[K+].[K+].[Cl-].[NH4+].[CH3:45]N(C)C=O. The catalyst class is: 6. Product: [CH3:18][O:17][C:13]1[CH:12]=[C:11]2[C:16](=[CH:15][CH:14]=1)[CH:7]([CH2:6][C:5]1[CH:25]=[CH:26][C:2]([O:40][CH2:37][CH2:45][CH:36]3[CH2:35][CH2:34][CH2:33][CH2:32][NH:31]3)=[CH:3][CH:4]=1)[N:8]([C:19]1[CH:24]=[CH:23][CH:22]=[CH:21][CH:20]=1)[CH2:9][CH2:10]2. (8) Reactant: Cl.Cl.[F:3][C:4]1[CH:23]=[CH:22][C:7]([CH2:8][CH:9]2[CH2:14][CH2:13][CH:12]([NH:15][C@H:16]3[C@H:20]([NH2:21])[CH2:19][O:18][CH2:17]3)[CH2:11][CH2:10]2)=[CH:6][CH:5]=1.C(N(CC)CC)C.[C:31]([C:34]1[CH:35]=[C:36]([N:40]=[C:41]=[O:42])[CH:37]=[CH:38][CH:39]=1)(=[O:33])[CH3:32]. Product: [C:31]([C:34]1[CH:35]=[C:36]([NH:40][C:41]([NH:21][C@H:20]2[C@H:16]([NH:15][CH:12]3[CH2:11][CH2:10][CH:9]([CH2:8][C:7]4[CH:6]=[CH:5][C:4]([F:3])=[CH:23][CH:22]=4)[CH2:14][CH2:13]3)[CH2:17][O:18][CH2:19]2)=[O:42])[CH:37]=[CH:38][CH:39]=1)(=[O:33])[CH3:32]. The catalyst class is: 4. (9) Reactant: [NH2:1][C:2]1[S:3][C:4]2[C:9]([N:10]=1)=[CH:8][CH:7]=[C:6]([O:11][C:12]1[CH:13]=[C:14]([NH:20][C:21](=[O:33])[C:22]3[CH:27]=[CH:26][CH:25]=[C:24]([C:28]4([C:31]#[N:32])[CH2:30][CH2:29]4)[CH:23]=3)[CH:15]=[CH:16][C:17]=1[O:18][CH3:19])[N:5]=2.Cl.Cl.[CH3:36][N:37]1[CH2:42][CH2:41][N:40]([CH2:43][C:44](O)=[O:45])[CH2:39][CH2:38]1.Cl.C(N=C=NCCCN(C)C)C.CO. Product: [C:31]([C:28]1([C:24]2[CH:23]=[C:22]([CH:27]=[CH:26][CH:25]=2)[C:21]([NH:20][C:14]2[CH:15]=[CH:16][C:17]([O:18][CH3:19])=[C:12]([O:11][C:6]3[N:5]=[C:4]4[S:3][C:2]([NH:1][C:44](=[O:45])[CH2:43][N:40]5[CH2:41][CH2:42][N:37]([CH3:36])[CH2:38][CH2:39]5)=[N:10][C:9]4=[CH:8][CH:7]=3)[CH:13]=2)=[O:33])[CH2:30][CH2:29]1)#[N:32]. The catalyst class is: 537. (10) Reactant: [C:1]([N:5]1[CH2:10][CH2:9][C:8](=O)[CH2:7][CH2:6]1)([CH3:4])([CH3:3])[CH3:2].C([O-])=O.[NH4+:15]. Product: [C:1]([N:5]1[CH2:10][CH2:9][CH:8]([NH2:15])[CH2:7][CH2:6]1)([CH3:4])([CH3:3])[CH3:2]. The catalyst class is: 838.